This data is from Reaction yield outcomes from USPTO patents with 853,638 reactions. The task is: Predict the reaction yield, written as a fraction of the theoretical maximum amount of product (1.0 means a 100% yield; for example, 0.34 means a 34% yield). (1) The reactants are [NH2:1][C@@H:2]([C@@H:40]([C:49]1[CH:54]=[CH:53][C:52]([Cl:55])=[CH:51][CH:50]=1)[C:41]1[CH:42]=[N:43][C:44]([O:47][CH3:48])=[CH:45][CH:46]=1)[C:3]([NH:5][C:6]1[CH:38]=[CH:37][CH:36]=[C:35]([F:39])[C:7]=1[CH2:8][CH2:9][C@@H:10]1[N:18]([S:19]([C:22]2[CH:27]=[CH:26][CH:25]=[CH:24][CH:23]=2)(=[O:21])=[O:20])[CH2:17][C:14]2([CH2:16][CH2:15]2)[CH2:13][N:12]([C:28]([O:30][C:31]([CH3:34])([CH3:33])[CH3:32])=[O:29])[CH2:11]1)=[O:4].C(N(C(C)C)CC)(C)C.[CH3:65][O:66][C:67](Cl)=[O:68]. The catalyst is ClCCl.O.CCOC(C)=O. The product is [Cl:55][C:52]1[CH:53]=[CH:54][C:49]([C@@H:40]([C:41]2[CH:42]=[N:43][C:44]([O:47][CH3:48])=[CH:45][CH:46]=2)[C@H:2]([NH:1][C:67]([O:66][CH3:65])=[O:68])[C:3]([NH:5][C:6]2[CH:38]=[CH:37][CH:36]=[C:35]([F:39])[C:7]=2[CH2:8][CH2:9][C@@H:10]2[N:18]([S:19]([C:22]3[CH:23]=[CH:24][CH:25]=[CH:26][CH:27]=3)(=[O:21])=[O:20])[CH2:17][C:14]3([CH2:16][CH2:15]3)[CH2:13][N:12]([C:28]([O:30][C:31]([CH3:33])([CH3:32])[CH3:34])=[O:29])[CH2:11]2)=[O:4])=[CH:50][CH:51]=1. The yield is 0.790. (2) The reactants are Br[C:2]1[CH:3]=[C:4]([N:8]([CH3:51])[C:9]([N:11]2[C:15]3[N:16]=[C:17]([N:45]4[CH2:50][CH2:49][O:48][CH2:47][CH2:46]4)[N:18]=[C:19]([C:20]4[CH:21]=[N:22][C:23]([N:26](CC5C=CC(OC)=CC=5)CC5C=CC(OC)=CC=5)=[N:24][CH:25]=4)[C:14]=3[CH2:13][CH2:12]2)=[O:10])[CH:5]=C[CH:7]=1.[CH3:52][NH:53][CH2:54][CH2:55][N:56]1[CH2:61][CH2:60][O:59][CH2:58][CH2:57]1.N1(CCO)CCNC[CH2:63]1.CN(CCN1CCOCC1)C1C=C(NC(N2C3N=C(N4CCOCC4)N=C(C4C=NC(N(CC5C=CC(OC)=CC=5)CC5C=CC(OC)=CC=5)=NC=4)C=3CC2)=O)C=CC=1. No catalyst specified. The product is [CH3:51][N:8]([C:4]1[CH:3]=[CH:2][CH:7]=[C:52]([N:53]([CH3:63])[CH2:54][CH2:55][N:56]2[CH2:61][CH2:60][O:59][CH2:58][CH2:57]2)[CH:5]=1)[C:9]([N:11]1[C:15]2[N:16]=[C:17]([N:45]3[CH2:50][CH2:49][O:48][CH2:47][CH2:46]3)[N:18]=[C:19]([C:20]3[CH:25]=[N:24][C:23]([NH2:26])=[N:22][CH:21]=3)[C:14]=2[CH2:13][CH2:12]1)=[O:10]. The yield is 0.220. (3) The reactants are Cl.C[O:3][C:4](=[O:39])[C:5]1[CH:10]=[CH:9][C:8]([CH2:11][O:12][C:13]2[CH:18]=[CH:17][C:16]([CH2:19][C@H:20]([NH2:38])[C:21]3[N:22]([CH2:34][CH2:35][CH2:36][CH3:37])[CH:23]=[C:24]([C:26]4[CH:31]=[CH:30][C:29]([Cl:32])=[CH:28][C:27]=4[Cl:33])[N:25]=3)=[CH:15][CH:14]=2)=[CH:7][CH:6]=1.[CH3:40][O:41][CH:42]1[CH2:47][CH2:46][CH:45]([C:48](O)=[O:49])[CH2:44][CH2:43]1. No catalyst specified. The product is [CH2:34]([N:22]1[CH:23]=[C:24]([C:26]2[CH:31]=[CH:30][C:29]([Cl:32])=[CH:28][C:27]=2[Cl:33])[N:25]=[C:21]1[C@@H:20]([NH:38][C:48]([CH:45]1[CH2:46][CH2:47][CH:42]([O:41][CH3:40])[CH2:43][CH2:44]1)=[O:49])[CH2:19][C:16]1[CH:15]=[CH:14][C:13]([O:12][CH2:11][C:8]2[CH:9]=[CH:10][C:5]([C:4]([OH:3])=[O:39])=[CH:6][CH:7]=2)=[CH:18][CH:17]=1)[CH2:35][CH2:36][CH3:37]. The yield is 0.670. (4) The reactants are P(Cl)(Cl)(Cl)=O.[CH3:6][N:7]([CH3:20])[CH2:8][CH2:9][CH2:10][C:11]1[C:19]2[CH2:18][CH2:17][CH2:16][CH2:15][C:14]=2[NH:13][CH:12]=1.O.[OH-].[Na+].CN(C)[CH:26]=[O:27]. No catalyst specified. The product is [CH3:20][N:7]([CH3:6])[CH2:8][CH2:9][CH2:10][C:11]1[C:19]2[CH2:18][CH2:17][CH2:16][CH2:15][C:14]=2[NH:13][C:12]=1[CH:26]=[O:27]. The yield is 0.500. (5) The product is [Br:1][C:2]1[CH:7]=[C:6]([CH:5]=[CH:4][C:3]=1[O:11][CH2:12][CH:13]1[CH2:14][CH2:15]1)[NH2:8]. The yield is 0.900. The reactants are [Br:1][C:2]1[CH:7]=[C:6]([N+:8]([O-])=O)[CH:5]=[CH:4][C:3]=1[O:11][CH2:12][CH:13]1[CH2:15][CH2:14]1.[Cl-].[NH4+].O.C(O)C. The catalyst is C1COCC1.[Fe]. (6) The reactants are [CH3:1][O:2][C:3]1[CH:8]=[CH:7][C:6]([C:9](=O)[CH2:10]C)=[CH:5][CH:4]=1.C[C:14]([O-:16])=[O:15].CC([O-])=O.CC([O-])=O.CC([O-])=O.[Pb+2].C(OC(OCC)OCC)C.Cl(O)(=O)(=O)=O. The catalyst is [OH-].[K+].O.CO. The product is [CH3:1][O:2][C:3]1[CH:4]=[CH:5][C:6]([CH:9]([CH3:10])[C:14]([OH:16])=[O:15])=[CH:7][CH:8]=1. The yield is 0.630.